Dataset: Forward reaction prediction with 1.9M reactions from USPTO patents (1976-2016). Task: Predict the product of the given reaction. (1) Given the reactants [OH:1][C@@H:2]([C:27]([CH3:35])([C:29]1[CH:34]=[CH:33][CH:32]=[CH:31][CH:30]=1)[CH3:28])[C:3]([NH:5][C@@H:6]([C:23]([CH3:26])([CH3:25])[CH3:24])[C:7]([N:9]([CH3:22])[C@@H:10]([CH:19]([CH3:21])[CH3:20])/[CH:11]=[C:12](\[CH3:18])/[C:13]([O:15]CC)=[O:14])=[O:8])=[O:4].O[C@H](C(C)(C1C=CC=CC=1)C)C(N[C@@H](C(C)(C)C)C(N(C)[C@@H](C(C)C)/C=C(\C)/C(OCC)=O)=O)=O.O.O.[OH-].[Li+], predict the reaction product. The product is: [OH:1][C@H:2]([C:27]([CH3:35])([C:29]1[CH:30]=[CH:31][CH:32]=[CH:33][CH:34]=1)[CH3:28])[C:3]([NH:5][C@H:6]([C:7]([N:9]([CH3:22])[C@@H:10]([CH:19]([CH3:21])[CH3:20])/[CH:11]=[C:12](\[CH3:18])/[C:13]([OH:15])=[O:14])=[O:8])[C:23]([CH3:24])([CH3:25])[CH3:26])=[O:4]. (2) Given the reactants [OH:1][CH2:2][CH:3]1[CH2:8][CH2:7][CH:6]([C:9]([OH:11])=O)[CH2:5][CH2:4]1.Cl.[CH3:13][NH:14][O:15][CH3:16].Cl.CN(C)CCCN=C=NCC.ON1C2C=CC=CC=2N=N1.C(N(CC)C(C)C)(C)C.N1C=CN=C1.[C:53]([Si:57](Cl)([CH3:59])[CH3:58])([CH3:56])([CH3:55])[CH3:54], predict the reaction product. The product is: [Si:57]([O:1][CH2:2][CH:3]1[CH2:4][CH2:5][CH:6]([C:9]([N:14]([O:15][CH3:16])[CH3:13])=[O:11])[CH2:7][CH2:8]1)([C:53]([CH3:56])([CH3:55])[CH3:54])([CH3:59])[CH3:58]. (3) Given the reactants [Br:1][C:2]1[C:3](Cl)=[N:4][C:5]([Cl:8])=[N:6][CH:7]=1.[NH2:10][C:11]1[CH:16]=[CH:15][CH:14]=[CH:13][C:12]=1[S:17]([NH2:20])(=[O:19])=[O:18].C(=O)([O-])O.[Na+], predict the reaction product. The product is: [Br:1][C:2]1[C:3]([NH:10][C:11]2[CH:16]=[CH:15][CH:14]=[CH:13][C:12]=2[S:17]([NH2:20])(=[O:18])=[O:19])=[N:4][C:5]([Cl:8])=[N:6][CH:7]=1. (4) The product is: [CH2:1]([O:8][CH:9]1[CH2:10][CH:11]([CH:13]2[NH:18][CH2:17][CH:16]([CH3:20])[O:15][CH2:14]2)[CH2:12]1)[C:2]1[CH:3]=[CH:4][CH:5]=[CH:6][CH:7]=1. Given the reactants [CH2:1]([O:8][CH:9]1[CH2:12][CH:11]([CH:13]2[NH:18][C:17](=O)[CH:16]([CH3:20])[O:15][CH2:14]2)[CH2:10]1)[C:2]1[CH:7]=[CH:6][CH:5]=[CH:4][CH:3]=1.C(O)C, predict the reaction product. (5) Given the reactants [C:1]([C:4]1[N:5]([CH2:12][O:13][CH2:14][CH2:15][Si:16]([CH3:19])([CH3:18])[CH3:17])[CH:6]=[C:7]([C:9]([OH:11])=O)[N:8]=1)(=[O:3])[NH2:2].[NH2:20][C@@H:21]([CH3:37])[CH2:22][N:23]1[CH:27]=[CH:26][C:25]([C:28]2[CH:35]=[CH:34][C:31]([C:32]#[N:33])=[C:30]([Cl:36])[CH:29]=2)=[N:24]1, predict the reaction product. The product is: [Cl:36][C:30]1[CH:29]=[C:28]([C:25]2[CH:26]=[CH:27][N:23]([CH2:22][C@@H:21]([NH:20][C:9]([C:7]3[N:8]=[C:4]([C:1]([NH2:2])=[O:3])[N:5]([CH2:12][O:13][CH2:14][CH2:15][Si:16]([CH3:19])([CH3:18])[CH3:17])[CH:6]=3)=[O:11])[CH3:37])[N:24]=2)[CH:35]=[CH:34][C:31]=1[C:32]#[N:33].